Task: Regression. Given two drug SMILES strings and cell line genomic features, predict the synergy score measuring deviation from expected non-interaction effect.. Dataset: NCI-60 drug combinations with 297,098 pairs across 59 cell lines (1) Drug 1: CC1CCC2CC(C(=CC=CC=CC(CC(C(=O)C(C(C(=CC(C(=O)CC(OC(=O)C3CCCCN3C(=O)C(=O)C1(O2)O)C(C)CC4CCC(C(C4)OC)O)C)C)O)OC)C)C)C)OC. Drug 2: CC1=C(C(=CC=C1)Cl)NC(=O)C2=CN=C(S2)NC3=CC(=NC(=N3)C)N4CCN(CC4)CCO. Cell line: MCF7. Synergy scores: CSS=9.98, Synergy_ZIP=-1.32, Synergy_Bliss=1.93, Synergy_Loewe=1.95, Synergy_HSA=2.06. (2) Drug 1: C1=NC2=C(N=C(N=C2N1C3C(C(C(O3)CO)O)O)F)N. Drug 2: CN(C(=O)NC(C=O)C(C(C(CO)O)O)O)N=O. Cell line: NCI-H322M. Synergy scores: CSS=-5.33, Synergy_ZIP=2.88, Synergy_Bliss=0.497, Synergy_Loewe=-2.00, Synergy_HSA=-3.91.